This data is from Forward reaction prediction with 1.9M reactions from USPTO patents (1976-2016). The task is: Predict the product of the given reaction. Given the reactants C([N:8]1[CH2:13][CH2:12][C:11]([CH2:15][NH:16][C:17](=[O:23])[O:18][C:19]([CH3:22])([CH3:21])[CH3:20])([OH:14])[CH2:10][CH2:9]1)C1C=CC=CC=1.O.NN, predict the reaction product. The product is: [OH:14][C:11]1([CH2:15][NH:16][C:17](=[O:23])[O:18][C:19]([CH3:21])([CH3:20])[CH3:22])[CH2:12][CH2:13][NH:8][CH2:9][CH2:10]1.